This data is from Reaction yield outcomes from USPTO patents with 853,638 reactions. The task is: Predict the reaction yield, written as a fraction of the theoretical maximum amount of product (1.0 means a 100% yield; for example, 0.34 means a 34% yield). (1) The product is [Cl:1][C:2]1[C:7]([OH:8])=[C:6]([I:16])[CH:5]=[C:4]([CH2:9][OH:10])[N:3]=1. The reactants are [Cl:1][C:2]1[C:7]([OH:8])=[CH:6][CH:5]=[C:4]([CH2:9][OH:10])[N:3]=1.C([O-])(O)=O.[Na+].[I:16]I.OS([O-])(=O)=O.[Na+]. The catalyst is O. The yield is 0.620. (2) The reactants are [C:1]([O:5][C:6]([N:8]1[CH2:13][CH2:12][N:11]([C:14]([CH:16]2[C:18]3([CH2:23][CH2:22][NH:21][CH2:20][CH2:19]3)[CH2:17]2)=[O:15])[CH2:10][CH2:9]1)=[O:7])([CH3:4])([CH3:3])[CH3:2].[O:24]1[CH2:29][CH2:28][C:27](=O)[CH2:26][CH2:25]1.[BH3-]C#N.[Na+]. The catalyst is CC(O)=O.CCO.CCOC(C)=O. The product is [C:1]([O:5][C:6]([N:8]1[CH2:9][CH2:10][N:11]([C:14]([CH:16]2[C:18]3([CH2:23][CH2:22][N:21]([CH:27]4[CH2:28][CH2:29][O:24][CH2:25][CH2:26]4)[CH2:20][CH2:19]3)[CH2:17]2)=[O:15])[CH2:12][CH2:13]1)=[O:7])([CH3:4])([CH3:2])[CH3:3]. The yield is 0.830. (3) The reactants are [F:1][C:2]1[CH:3]=[C:4]([CH:7]=[C:8]([F:10])[CH:9]=1)[CH2:5]Br.[H-].[Na+].[F:13][C:14]([F:23])([F:22])[CH2:15][CH2:16][CH:17]([C:20]#[N:21])[C:18]#[N:19]. The catalyst is CN(C)C=O. The product is [F:1][C:2]1[CH:3]=[C:4]([CH:7]=[C:8]([F:10])[CH:9]=1)[CH2:5][C:17]([CH2:16][CH2:15][C:14]([F:13])([F:22])[F:23])([C:18]#[N:19])[C:20]#[N:21]. The yield is 0.730. (4) The reactants are [CH2:1]([C:3]1(C(O)=O)[CH2:7][CH:6]=[CH:5][CH2:4]1)[CH3:2].CC[N:13]([CH:17](C)C)C(C)C.C1(P(N=[N+]=[N-])(C2C=CC=CC=2)=[O:27])C=CC=CC=1.[CH2:37]([OH:44])[C:38]1[CH:43]=[CH:42][CH:41]=[CH:40][CH:39]=1. The catalyst is O1CCOCC1. The product is [CH2:1]([C:3]1([NH:13][C:17](=[O:27])[O:44][CH2:37][C:38]2[CH:43]=[CH:42][CH:41]=[CH:40][CH:39]=2)[CH2:4][CH:5]=[CH:6][CH2:7]1)[CH3:2]. The yield is 0.390. (5) The catalyst is C(Cl)(Cl)Cl. The reactants are [CH2:1]1[O:13][C:12]2[CH:11]=[C:10]3[C:5]([C:6]([NH:14][CH2:15][CH2:16][CH2:17][N:18]([CH3:20])[CH3:19])=[CH:7][CH:8]=[N:9]3)=[CH:4][C:3]=2[O:2]1.C(Cl)(=O)[C:22](Cl)=[O:23].[I:27][C:28]1[CH:36]=[CH:35][C:34]([O:37][CH3:38])=[C:33]([O:39][CH3:40])[C:29]=1C(O)=O. The yield is 0.790. The product is [CH2:1]1[O:13][C:12]2[CH:11]=[C:10]3[C:5]([C:6]([N:14]([CH2:15][CH2:16][CH2:17][N:18]([CH3:19])[CH3:20])[C:22](=[O:23])[C:36]4[CH:35]=[C:34]([O:37][CH3:38])[C:33]([O:39][CH3:40])=[CH:29][C:28]=4[I:27])=[CH:7][CH:8]=[N:9]3)=[CH:4][C:3]=2[O:2]1.